Dataset: Reaction yield outcomes from USPTO patents with 853,638 reactions. Task: Predict the reaction yield, written as a fraction of the theoretical maximum amount of product (1.0 means a 100% yield; for example, 0.34 means a 34% yield). (1) The reactants are [NH:1]1[C:9]2[CH2:8][CH2:7][CH2:6][CH2:5][C:4]=2[CH:3]=[C:2]1[C:10]([O:12][CH2:13][CH3:14])=[O:11].[H-].[Na+].Br[CH2:18][C:19]#[N:20]. The catalyst is CN(C=O)C. The product is [C:19]([CH2:18][N:1]1[C:9]2[CH2:8][CH2:7][CH2:6][CH2:5][C:4]=2[CH:3]=[C:2]1[C:10]([O:12][CH2:13][CH3:14])=[O:11])#[N:20]. The yield is 0.550. (2) The reactants are [CH2:1]1[C:6]2[C:7]3[CH:13]=[CH:12][C:11]([N:14]4[CH:19]=[CH:18][C:17]([O:20][CH2:21][C:22]5[CH:23]=[N:24][C:25]([C:28]([F:31])([F:30])[F:29])=[CH:26][CH:27]=5)=[CH:16][C:15]4=[O:32])=[CH:10][C:8]=3[O:9][C:5]=2[CH2:4][CH2:3][NH:2]1.[ClH:33].CCOCC. The catalyst is CO. The product is [ClH:33].[CH2:1]1[C:6]2[C:7]3[CH:13]=[CH:12][C:11]([N:14]4[CH:19]=[CH:18][C:17]([O:20][CH2:21][C:22]5[CH:23]=[N:24][C:25]([C:28]([F:29])([F:30])[F:31])=[CH:26][CH:27]=5)=[CH:16][C:15]4=[O:32])=[CH:10][C:8]=3[O:9][C:5]=2[CH2:4][CH2:3][NH:2]1. The yield is 1.00. (3) The reactants are C1N=CN(C(N2C=NC=C2)=O)C=1.[CH3:13][O:14][C@@H:15]([C:19]1[CH:24]=[CH:23][CH:22]=[CH:21][CH:20]=1)[C:16]([OH:18])=O.[Cl:25][C:26]1[CH:44]=[C:43]([Cl:45])[CH:42]=[CH:41][C:27]=1[CH:28]([O:36][CH:37]1[CH2:40][NH:39][CH2:38]1)[C:29]1[CH:34]=[CH:33][C:32]([Cl:35])=[CH:31][CH:30]=1. The catalyst is C1COCC1. The product is [Cl:25][C:26]1[CH:44]=[C:43]([Cl:45])[CH:42]=[CH:41][C:27]=1[CH:28]([O:36][CH:37]1[CH2:38][N:39]([C:16](=[O:18])[C@@H:15]([O:14][CH3:13])[C:19]2[CH:24]=[CH:23][CH:22]=[CH:21][CH:20]=2)[CH2:40]1)[C:29]1[CH:34]=[CH:33][C:32]([Cl:35])=[CH:31][CH:30]=1. The yield is 0.530. (4) The reactants are [Cl:1][C:2]1[CH:3]=[C:4]([O:12][CH2:13][C:14]2[C:24]([F:25])=[CH:23][C:17]([C:18]([O:20]CC)=[O:19])=[C:16]([F:26])[CH:15]=2)[CH:5]=[N:6][C:7]=1[O:8][CH:9]([CH3:11])[CH3:10].O1CCCC1.CO.[OH-].[Na+].Cl. The catalyst is C(OCC)(=O)C. The product is [Cl:1][C:2]1[CH:3]=[C:4]([O:12][CH2:13][C:14]2[C:24]([F:25])=[CH:23][C:17]([C:18]([OH:20])=[O:19])=[C:16]([F:26])[CH:15]=2)[CH:5]=[N:6][C:7]=1[O:8][CH:9]([CH3:10])[CH3:11]. The yield is 0.940. (5) The reactants are [C:1]1(B(O)O)[C:10]2[C:5](=[CH:6][CH:7]=[CH:8][CH:9]=2)[CH:4]=[CH:3][CH:2]=1.[Br:14][C:15]1[CH:20]=[CH:19][C:18](I)=[CH:17][CH:16]=1.C(=O)([O-])[O-].[Na+].[Na+]. The catalyst is [Pd].C1(P(C2C=CC=CC=2)C2C=CC=CC=2)C=CC=CC=1.C1(P(C2C=CC=CC=2)C2C=CC=CC=2)C=CC=CC=1.C1(P(C2C=CC=CC=2)C2C=CC=CC=2)C=CC=CC=1.C1(P(C2C=CC=CC=2)C2C=CC=CC=2)C=CC=CC=1.C1(C)C=CC=CC=1. The product is [Br:14][C:15]1[CH:20]=[CH:19][C:18]([C:1]2[C:10]3[C:5](=[CH:6][CH:7]=[CH:8][CH:9]=3)[CH:4]=[CH:3][CH:2]=2)=[CH:17][CH:16]=1. The yield is 0.810. (6) The reactants are CN(C(ON1N=NC2C=CC=NC1=2)=[N+](C)C)C.F[P-](F)(F)(F)(F)F.[NH2:25][CH2:26][C:27]1[C:28]([F:44])=[C:29]([O:34][C:35]2[CH:36]=[C:37]([CH:40]=[C:41]([Cl:43])[CH:42]=2)[C:38]#[N:39])[C:30]([Cl:33])=[CH:31][CH:32]=1.[C:45]([C:48]1[NH:52][C:51]([C:53](O)=[O:54])=[C:50]([Cl:56])[CH:49]=1)(=[O:47])[CH3:46].CCN(C(C)C)C(C)C. The catalyst is CN(C=O)C. The product is [C:45]([C:48]1[NH:52][C:51]([C:53]([NH:25][CH2:26][C:27]2[CH:32]=[CH:31][C:30]([Cl:33])=[C:29]([O:34][C:35]3[CH:36]=[C:37]([C:38]#[N:39])[CH:40]=[C:41]([Cl:43])[CH:42]=3)[C:28]=2[F:44])=[O:54])=[C:50]([Cl:56])[CH:49]=1)(=[O:47])[CH3:46]. The yield is 0.160. (7) The reactants are [CH3:1][O:2][C:3]([N:5]1[CH2:10][CH2:9][CH2:8][C@@H:7]([C:11]2[CH:16]=[CH:15][CH:14]=[C:13]([O:17][C:18]([C:21]([O:23]CC3C=CC=CC=3)=[O:22])([CH3:20])[CH3:19])[CH:12]=2)[CH2:6]1)=[O:4]. The catalyst is [Pd].CO. The product is [CH3:1][O:2][C:3]([N:5]1[CH2:10][CH2:9][CH2:8][C@@H:7]([C:11]2[CH:16]=[CH:15][CH:14]=[C:13]([O:17][C:18]([C:21]([OH:23])=[O:22])([CH3:20])[CH3:19])[CH:12]=2)[CH2:6]1)=[O:4]. The yield is 0.920. (8) The product is [Cl:22][CH2:21][CH2:20][O:12][C:10]1[CH:9]=[CH:8][C:6]2[N:7]=[C:3]([C:1]#[N:2])[S:4][C:5]=2[CH:11]=1. The yield is 0.740. The catalyst is CC(C)=O. The reactants are [C:1]([C:3]1[S:4][C:5]2[CH:11]=[C:10]([OH:12])[CH:9]=[CH:8][C:6]=2[N:7]=1)#[N:2].C(=O)([O-])[O-].[K+].[K+].Br[CH2:20][CH2:21][Cl:22].